From a dataset of Catalyst prediction with 721,799 reactions and 888 catalyst types from USPTO. Predict which catalyst facilitates the given reaction. (1) Reactant: [Cl:1][C:2]1[CH:7]=[CH:6][C:5]([C:8]2[C:13]([C:14](O)=[O:15])=[CH:12][N:11]=[CH:10][C:9]=2[F:17])=[C:4]([F:18])[CH:3]=1.C1C=CC2N(O)N=[N:25][C:23]=2C=1.C(Cl)CCl.Cl.CN.CCN(C(C)C)C(C)C. Product: [Cl:1][C:2]1[CH:7]=[CH:6][C:5]([C:8]2[C:13]([C:14]([NH:25][CH3:23])=[O:15])=[CH:12][N:11]=[CH:10][C:9]=2[F:17])=[C:4]([F:18])[CH:3]=1. The catalyst class is: 3. (2) Reactant: [CH3:1]C(C)([O-])C.[K+].[C:7]([O:11][C:12]([N:14]1[CH2:18][C:17](=O)[CH2:16][C@H:15]1[C:20]([OH:22])=[O:21])=[O:13])([CH3:10])([CH3:9])[CH3:8]. Product: [C:7]([O:11][C:12]([N:14]1[CH2:18][C:17](=[CH2:1])[CH2:16][C@H:15]1[C:20]([OH:22])=[O:21])=[O:13])([CH3:10])([CH3:9])[CH3:8]. The catalyst class is: 307. (3) Reactant: [BH4-].[Na+].[F:3][C:4]1[CH:11]=[C:10]([O:12][CH2:13][C:14]([F:17])([F:16])[F:15])[CH:9]=[CH:8][C:5]=1[CH:6]=[O:7].O. Product: [F:3][C:4]1[CH:11]=[C:10]([O:12][CH2:13][C:14]([F:16])([F:17])[F:15])[CH:9]=[CH:8][C:5]=1[CH2:6][OH:7]. The catalyst class is: 5. (4) Reactant: [OH:1][C:2]1[CH:3]=[C:4]2[C:9](=[CH:10][CH:11]=1)[CH:8]=[N:7][CH:6]=[CH:5]2.Br[C:13]([CH3:19])([CH3:18])[C:14]([O:16][CH3:17])=[O:15].C(=O)([O-])[O-].[K+].[K+]. Product: [CH:8]1[C:9]2[C:4](=[CH:3][C:2]([O:1][C:13]([CH3:19])([CH3:18])[C:14]([O:16][CH3:17])=[O:15])=[CH:11][CH:10]=2)[CH:5]=[CH:6][N:7]=1. The catalyst class is: 3. (5) Reactant: C([O:8][C:9]1[CH:25]=[CH:24][C:12]2[N:13]([CH3:23])[C:14]([C:16]3[CH:21]=[CH:20][C:19]([OH:22])=[CH:18][CH:17]=3)=[N:15][C:11]=2[CH:10]=1)C1C=CC=CC=1.C([SiH](CC)CC)C. Product: [OH:8][C:9]1[CH:25]=[CH:24][C:12]2[N:13]([CH3:23])[C:14]([C:16]3[CH:17]=[CH:18][C:19]([OH:22])=[CH:20][CH:21]=3)=[N:15][C:11]=2[CH:10]=1. The catalyst class is: 55. (6) Reactant: Br[CH:2]([CH2:12][Br:13])[CH2:3][O:4][C:5]1[CH:10]=[CH:9][N:8]=[CH:7][C:6]=1[OH:11].C([O-])(O)=O.[Na+]. Product: [Br:13][CH2:12][CH:2]1[O:11][C:6]2[CH:7]=[N:8][CH:9]=[CH:10][C:5]=2[O:4][CH2:3]1. The catalyst class is: 8. (7) Reactant: C[O:2][C:3](=[O:32])[C:4]1[CH:9]=[CH:8][C:7]([NH:10][S:11]([C:14]2[CH:19]=[CH:18][C:17]([C:20]([CH3:23])([CH3:22])[CH3:21])=[CH:16][CH:15]=2)(=[O:13])=[O:12])=[C:6]([C:24]2[N:28]([CH3:29])[C:27]([CH2:30][CH3:31])=[N:26][N:25]=2)[CH:5]=1.[OH-].[Na+]. Product: [C:20]([C:17]1[CH:18]=[CH:19][C:14]([S:11]([NH:10][C:7]2[CH:8]=[CH:9][C:4]([C:3]([OH:32])=[O:2])=[CH:5][C:6]=2[C:24]2[N:28]([CH3:29])[C:27]([CH2:30][CH3:31])=[N:26][N:25]=2)(=[O:12])=[O:13])=[CH:15][CH:16]=1)([CH3:23])([CH3:22])[CH3:21]. The catalyst class is: 1. (8) Reactant: [C:1]([O:4][CH:5]([C:7]1([C:16]([NH:18][CH2:19][C:20]2[CH:25]=[C:24]([C:26]([F:29])([F:28])[F:27])[CH:23]=[CH:22][C:21]=2[O:30]C(C)(C)C)=[O:17])[CH2:11][CH2:10][CH:9]([O:12][C:13](=[O:15])[CH3:14])[CH2:8]1)[CH3:6])(=[O:3])[CH3:2]. Product: [C:13]([O:12][CH:9]1[CH2:10][CH2:11][C:7]([CH:5]([O:4][C:1](=[O:3])[CH3:2])[CH3:6])([C:16]([NH:18][CH2:19][C:20]2[CH:25]=[C:24]([C:26]([F:27])([F:29])[F:28])[CH:23]=[CH:22][C:21]=2[OH:30])=[O:17])[CH2:8]1)(=[O:15])[CH3:14]. The catalyst class is: 89. (9) Reactant: C([N:9]=[C:10]=[S:11])(=O)C1C=CC=CC=1.[NH:12]1[CH:16]=[CH:15][N:14]=[C:13]1[CH2:17][NH:18][C:19]1[CH:23]=[CH:22][NH:21][C:20]=1[C:24]([O:26]CC)=O. Product: [NH:14]1[CH:15]=[CH:16][N:12]=[C:13]1[CH2:17][N:18]1[C:19]2[CH:23]=[CH:22][NH:21][C:20]=2[C:24](=[O:26])[NH:9][C:10]1=[S:11]. The catalyst class is: 61.